This data is from Reaction yield outcomes from USPTO patents with 853,638 reactions. The task is: Predict the reaction yield, written as a fraction of the theoretical maximum amount of product (1.0 means a 100% yield; for example, 0.34 means a 34% yield). (1) The reactants are [CH3:1][O:2][C:3]1[CH:4]=[CH:5][C:6]([CH3:9])=[N:7][CH:8]=1.[O-:10][Mn](=O)(=O)=O.[K+].[C:16]([O-])([O-])=[O:17].[K+].[K+].CI. The catalyst is O.CN(C=O)C. The product is [CH3:16][O:17][C:9]([C:6]1[CH:5]=[CH:4][C:3]([O:2][CH3:1])=[CH:8][N:7]=1)=[O:10]. The yield is 0.220. (2) The reactants are [Br:1][C:2]1[C:3](=O)[NH:4][C:5]([CH3:15])=[CH:6][C:7]=1[C:8]1[CH:13]=[CH:12][C:11]([Cl:14])=[CH:10][CH:9]=1.P(Cl)(Cl)([Cl:19])=O. The catalyst is CN(C=O)C. The product is [Br:1][C:2]1[C:3]([Cl:19])=[N:4][C:5]([CH3:15])=[CH:6][C:7]=1[C:8]1[CH:13]=[CH:12][C:11]([Cl:14])=[CH:10][CH:9]=1. The yield is 0.600. (3) The reactants are [C:1]([NH2:10])(=[O:9])[C:2]1[C:3](=[CH:5][CH:6]=[CH:7][CH:8]=1)[OH:4].[CH3:11][C:12]([C:14]1[CH:19]=[CH:18][CH:17]=[C:16]([Br:20])[CH:15]=1)=O.O.C1(C)C=CC(S(O)(=O)=O)=CC=1. The catalyst is C1(C)C=CC=CC=1. The product is [Br:20][C:16]1[CH:15]=[C:14]([C:12]2([CH3:11])[NH:10][C:1](=[O:9])[C:2]3[CH:8]=[CH:7][CH:6]=[CH:5][C:3]=3[O:4]2)[CH:19]=[CH:18][CH:17]=1. The yield is 0.810. (4) The yield is 0.810. No catalyst specified. The product is [CH2:1]([O:3][C:4]([N:6]1[C:15]2[C:10](=[CH:11][C:12]([C:16]([F:19])([F:18])[F:17])=[CH:13][CH:14]=2)[C@H:9]([C@@H:20]([C:21]2[CH:26]=[C:25]([C:27]([F:28])([F:29])[F:30])[CH:24]=[C:23]([C:31]([F:33])([F:32])[F:34])[CH:22]=2)[NH:35][CH3:38])[CH2:8][C@H:7]1[CH2:36][CH3:37])=[O:5])[CH3:2]. The reactants are [CH2:1]([O:3][C:4]([N:6]1[C:15]2[C:10](=[CH:11][C:12]([C:16]([F:19])([F:18])[F:17])=[CH:13][CH:14]=2)[C@H:9]([C@H:20]([NH2:35])[C:21]2[CH:26]=[C:25]([C:27]([F:30])([F:29])[F:28])[CH:24]=[C:23]([C:31]([F:34])([F:33])[F:32])[CH:22]=2)[CH2:8][C@H:7]1[CH2:36][CH3:37])=[O:5])[CH3:2].[CH:38](OCC)=O. (5) The reactants are ClC(Cl)(Cl)CO[C:5]([NH:7][CH:8]1[CH2:13][CH2:12][CH2:11][N:10]([C:14]([O:16][C:17]([CH3:20])([CH3:19])[CH3:18])=[O:15])[CH2:9]1)=[O:6].[C:23]1([C:29]2[N:33]=[C:32]([N:34]3[CH2:39][CH2:38][NH:37][CH2:36][CH2:35]3)[S:31][N:30]=2)[CH:28]=[CH:27][CH:26]=[CH:25][CH:24]=1.C(N(C(C)C)CC)(C)C.O. The catalyst is CS(C)=O. The product is [C:23]1([C:29]2[N:33]=[C:32]([N:34]3[CH2:39][CH2:38][N:37]([C:5]([NH:7][CH:8]4[CH2:13][CH2:12][CH2:11][N:10]([C:14]([O:16][C:17]([CH3:18])([CH3:19])[CH3:20])=[O:15])[CH2:9]4)=[O:6])[CH2:36][CH2:35]3)[S:31][N:30]=2)[CH:24]=[CH:25][CH:26]=[CH:27][CH:28]=1. The yield is 0.130. (6) The reactants are Cl[C:2]1[C:7]([C:8]([F:11])([F:10])[F:9])=[CH:6][N:5]=[C:4]([NH:12][C:13]2[CH:18]=[CH:17][C:16]([P:19]([CH3:22])([CH3:21])=[O:20])=[CH:15][CH:14]=2)[N:3]=1.C(N(CC)CC)C.[NH2:30][CH2:31][CH2:32][C:33]1[CH:38]=[CH:37][C:36]([S:39]([NH2:42])(=[O:41])=[O:40])=[CH:35][CH:34]=1. The catalyst is C(O)C. The product is [CH3:21][P:19]([C:16]1[CH:17]=[CH:18][C:13]([NH:12][C:4]2[N:3]=[C:2]([NH:30][CH2:31][CH2:32][C:33]3[CH:34]=[CH:35][C:36]([S:39]([NH2:42])(=[O:40])=[O:41])=[CH:37][CH:38]=3)[C:7]([C:8]([F:11])([F:10])[F:9])=[CH:6][N:5]=2)=[CH:14][CH:15]=1)([CH3:22])=[O:20]. The yield is 0.490. (7) The reactants are [CH:1]1([C:4](=O)[C:5]#[C:6][CH:7]([O:11][CH2:12][CH3:13])[O:8][CH2:9][CH3:10])[CH2:3][CH2:2]1.Br.[CH2:16]([S:22][C:23](=[NH:25])[NH2:24])[CH2:17][CH2:18][CH2:19][CH2:20][CH3:21].C(N(CC)CC)C. The catalyst is C1COCC1. The product is [CH:1]1([C:4]2[CH:5]=[C:6]([CH:7]([O:11][CH2:12][CH3:13])[O:8][CH2:9][CH3:10])[N:25]=[C:23]([S:22][CH2:16][CH2:17][CH2:18][CH2:19][CH2:20][CH3:21])[N:24]=2)[CH2:3][CH2:2]1. The yield is 0.830. (8) The reactants are [B-](F)(F)(F)F.CN(C(ON1C(=O)CCC1=O)=[N+](C)C)C.[F:21][C:22]1[CH:23]=[C:24]([N:28]2[CH2:32][CH2:31][CH2:30][C@@H:29]2[C:33]2[CH:34]=[C:35]([C:50](O)=[O:51])[CH:36]=[C:37]3[C:42]=2[O:41][C:40]([N:43]2[CH2:48][CH2:47][O:46][CH2:45][CH2:44]2)=[CH:39][C:38]3=[O:49])[CH:25]=[CH:26][CH:27]=1.[NH:53]1[CH2:58][CH2:57][O:56][CH2:55][CH2:54]1.CCN(C(C)C)C(C)C. The catalyst is C(Cl)Cl. The product is [F:21][C:22]1[CH:23]=[C:24]([N:28]2[CH2:32][CH2:31][CH2:30][C@@H:29]2[C:33]2[CH:34]=[C:35]([C:50]([N:53]3[CH2:58][CH2:57][O:56][CH2:55][CH2:54]3)=[O:51])[CH:36]=[C:37]3[C:42]=2[O:41][C:40]([N:43]2[CH2:48][CH2:47][O:46][CH2:45][CH2:44]2)=[CH:39][C:38]3=[O:49])[CH:25]=[CH:26][CH:27]=1. The yield is 0.440. (9) The reactants are C[C@H](P)[C]1[C](P(C2C3C(=CC=CC=3)C=CC=2)C2C3C(=CC=CC=3)C=CC=2)[CH][CH][CH]1.[CH2:30]([C:37]1[C:46]2[C:41](=[CH:42][CH:43]=[C:44]([O:47][CH3:48])[CH:45]=2)[CH2:40][CH2:39][C:38]=1[NH:49][C:50](=[O:53])[CH2:51][CH3:52])[C:31]1[CH:36]=[CH:35][CH:34]=[CH:33][CH:32]=1.[H][H]. The catalyst is [Rh+].ClC1CCCCC=CC=1.CO. The product is [CH2:30]([C@H:37]1[C:46]2[C:41](=[CH:42][CH:43]=[C:44]([O:47][CH3:48])[CH:45]=2)[CH2:40][CH2:39][C@H:38]1[NH:49][C:50](=[O:53])[CH2:51][CH3:52])[C:31]1[CH:36]=[CH:35][CH:34]=[CH:33][CH:32]=1. The yield is 0.150. (10) The reactants are [Cl:1][C:2]1[CH:3]=[C:4]([CH:8]2[CH:12]3[CH2:13][CH2:14][CH2:15][CH2:16][CH:11]3[O:10][CH:9]2O)[CH:5]=[CH:6][CH:7]=1.[N:18]1(C(OC(C)(C)C)=O)[CH2:23][CH2:22][NH:21][CH2:20][CH2:19]1.C(O[BH-](OC(=O)C)OC(=O)C)(=O)C.[Na+]. The catalyst is ClC(Cl)C.C(Cl)Cl. The product is [ClH:1].[ClH:1].[Cl:1][C:2]1[CH:3]=[C:4]([CH:8]([CH:12]2[CH2:13][CH2:14][CH2:15][CH2:16][CH:11]2[OH:10])[CH2:9][N:18]2[CH2:23][CH2:22][NH:21][CH2:20][CH2:19]2)[CH:5]=[CH:6][CH:7]=1. The yield is 0.830.